Dataset: Peptide-MHC class I binding affinity with 185,985 pairs from IEDB/IMGT. Task: Regression. Given a peptide amino acid sequence and an MHC pseudo amino acid sequence, predict their binding affinity value. This is MHC class I binding data. (1) The peptide sequence is YRNIVNML. The MHC is HLA-C06:02 with pseudo-sequence HLA-C06:02. The binding affinity (normalized) is 0.811. (2) The peptide sequence is QECNNMHLST. The MHC is HLA-B18:01 with pseudo-sequence HLA-B18:01. The binding affinity (normalized) is 0. (3) The binding affinity (normalized) is 0.0437. The peptide sequence is LRKRSRRQT. The MHC is HLA-B08:01 with pseudo-sequence HLA-B08:01. (4) The peptide sequence is ISVRVMTAP. The MHC is H-2-Db with pseudo-sequence H-2-Db. The binding affinity (normalized) is 0. (5) The peptide sequence is VQGPGGSTY. The MHC is HLA-B27:05 with pseudo-sequence HLA-B27:05. The binding affinity (normalized) is 0.0847. (6) The peptide sequence is NSTATLCLGH. The MHC is HLA-A68:01 with pseudo-sequence HLA-A68:01. The binding affinity (normalized) is 0.0592. (7) The peptide sequence is AVMLVHTYY. The MHC is HLA-B35:01 with pseudo-sequence HLA-B35:01. The binding affinity (normalized) is 0.425. (8) The peptide sequence is KSSFYRNL. The MHC is H-2-Kb with pseudo-sequence H-2-Kb. The binding affinity (normalized) is 0.606. (9) The peptide sequence is RLFFIDWEY. The MHC is HLA-A03:01 with pseudo-sequence HLA-A03:01. The binding affinity (normalized) is 0.356.